Dataset: Catalyst prediction with 721,799 reactions and 888 catalyst types from USPTO. Task: Predict which catalyst facilitates the given reaction. (1) Reactant: [CH2:1]([N:8]1[CH2:13][CH2:12][C:11]2([CH2:21][C:20]3[C:15](=[CH:16][CH:17]=[CH:18][CH:19]=3)[CH:14]2O)[CH2:10][CH2:9]1)[C:2]1[CH:7]=[CH:6][CH:5]=[CH:4][CH:3]=1.C([SiH](CC)CC)C. Product: [CH2:1]([N:8]1[CH2:9][CH2:10][C:11]2([CH2:21][C:20]3[C:15](=[CH:16][CH:17]=[CH:18][CH:19]=3)[CH2:14]2)[CH2:12][CH2:13]1)[C:2]1[CH:3]=[CH:4][CH:5]=[CH:6][CH:7]=1. The catalyst class is: 55. (2) Reactant: C(Cl)(=O)C(Cl)=O.[CH3:7][C@H:8]([O:12][C:13]1[CH:14]=[C:15]([CH:19]=[C:20]([O:22][C:23]2[CH:35]=[CH:34][C:26]3[C:27](=[O:33])[N:28]([CH3:32])[CH2:29][CH2:30][O:31][C:25]=3[CH:24]=2)[CH:21]=1)[C:16]([OH:18])=O)[CH2:9][O:10][CH3:11].[NH2:36][C:37]1[CH:42]=[N:41][C:40]([CH3:43])=[CH:39][N:38]=1.N1C=CC=CC=1. Product: [CH3:7][C@H:8]([O:12][C:13]1[CH:14]=[C:15]([CH:19]=[C:20]([O:22][C:23]2[CH:35]=[CH:34][C:26]3[C:27](=[O:33])[N:28]([CH3:32])[CH2:29][CH2:30][O:31][C:25]=3[CH:24]=2)[CH:21]=1)[C:16]([NH:36][C:37]1[CH:42]=[N:41][C:40]([CH3:43])=[CH:39][N:38]=1)=[O:18])[CH2:9][O:10][CH3:11]. The catalyst class is: 85.